Dataset: Full USPTO retrosynthesis dataset with 1.9M reactions from patents (1976-2016). Task: Predict the reactants needed to synthesize the given product. (1) Given the product [C:7]([O:3][C@@H:2]([CH3:4])[C:1]([OH:6])=[O:5])(=[O:9])[CH3:8], predict the reactants needed to synthesize it. The reactants are: [C:1]([OH:6])(=[O:5])[CH:2]([CH3:4])[OH:3].[C:7](OC(=O)C)(=[O:9])[CH3:8]. (2) Given the product [CH3:36][S:37]([OH:40])(=[O:39])=[O:38].[OH:1][CH2:2][CH2:3][O:4][C:5]1[CH:6]=[CH:7][C:8]([C:21]2[NH:30][C:29](=[O:31])[C:28]3[C:23](=[CH:24][C:25]([O:34][CH3:35])=[CH:26][C:27]=3[O:32][CH3:33])[N:22]=2)=[N:9][C:10]=1[C:11]1[CH:16]=[CH:15][CH:14]=[C:13]([S:17]([CH3:20])(=[O:19])=[O:18])[CH:12]=1, predict the reactants needed to synthesize it. The reactants are: [OH:1][CH2:2][CH2:3][O:4][C:5]1[CH:6]=[CH:7][C:8]([C:21]2[NH:30][C:29](=[O:31])[C:28]3[C:23](=[CH:24][C:25]([O:34][CH3:35])=[CH:26][C:27]=3[O:32][CH3:33])[N:22]=2)=[N:9][C:10]=1[C:11]1[CH:16]=[CH:15][CH:14]=[C:13]([S:17]([CH3:20])(=[O:19])=[O:18])[CH:12]=1.[CH3:36][S:37]([OH:40])(=[O:39])=[O:38]. (3) Given the product [Br:19][C:20]1[CH:21]=[C:22]2[C:26](=[CH:27][CH:28]=1)[N:25]([CH2:29][CH:30]1[CH2:31][CH2:32][N:33]([C:9](=[O:10])[CH2:8][CH2:7][C:1]3[CH:6]=[CH:5][CH:4]=[CH:3][CH:2]=3)[CH2:34][CH2:35]1)[CH:24]=[CH:23]2, predict the reactants needed to synthesize it. The reactants are: [C:1]1([CH2:7][CH2:8][C:9](Cl)=[O:10])[CH:6]=[CH:5][CH:4]=[CH:3][CH:2]=1.C(N(CC)CC)C.[Br:19][C:20]1[CH:21]=[C:22]2[C:26](=[CH:27][CH:28]=1)[N:25]([CH2:29][CH:30]1[CH2:35][CH2:34][NH:33][CH2:32][CH2:31]1)[CH:24]=[CH:23]2.CO.ClCCl.